This data is from Full USPTO retrosynthesis dataset with 1.9M reactions from patents (1976-2016). The task is: Predict the reactants needed to synthesize the given product. (1) Given the product [F:7][C:8]1[CH:9]=[C:10]([N+:15]([O-:17])=[O:16])[CH:11]=[CH:12][C:13]=1[N:1]1[CH2:6][CH2:5][CH2:4][CH2:3][CH2:2]1, predict the reactants needed to synthesize it. The reactants are: [NH:1]1[CH2:6][CH2:5][CH2:4][CH2:3][CH2:2]1.[F:7][C:8]1[CH:9]=[C:10]([N+:15]([O-:17])=[O:16])[CH:11]=[CH:12][C:13]=1F.C(N(C(C)C)CC)(C)C. (2) Given the product [CH3:16][O:15][C:13]([NH:12][C:8]([C:3]1[CH:4]=[CH:5][CH:6]=[CH:7][CH:2]=1)([CH3:18])[C:9]([OH:11])=[O:10])=[O:14], predict the reactants needed to synthesize it. The reactants are: F[C:2]1[CH:7]=[CH:6][CH:5]=[CH:4][C:3]=1[CH:8]([NH:12][C:13]([O:15][CH3:16])=[O:14])[C:9]([OH:11])=[O:10].N[C:18](C1C=CC=CC=1)(C)C(O)=O.